This data is from Catalyst prediction with 721,799 reactions and 888 catalyst types from USPTO. The task is: Predict which catalyst facilitates the given reaction. (1) The catalyst class is: 38. Reactant: [F-].[Cs+].Br[C:4]1[CH:9]=[C:8]([F:10])[C:7]([F:11])=[C:6]([F:12])[CH:5]=1.[CH:13](/B(O)O)=[CH:14]\[CH3:15].CCCCCC. Product: [F:10][C:8]1[CH:9]=[C:4](/[CH:13]=[CH:14]/[CH3:15])[CH:5]=[C:6]([F:12])[C:7]=1[F:11]. (2) Reactant: CC(C)([O-])C.[CH2:6]([P:9]([C:14]1[CH:19]=[CH:18][C:17]([NH2:20])=[CH:16][CH:15]=1)([CH2:11][CH2:12][CH3:13])=[O:10])[CH2:7][CH3:8].Cl[C:22]1[N:30]=[C:29]([I:31])[N:28]=[C:27]2[C:23]=1[N:24]=[CH:25][N:26]2[CH:32]1[CH2:37][CH2:36][CH2:35][CH2:34][O:33]1. Product: [CH2:6]([P:9]([C:14]1[CH:15]=[CH:16][C:17]([NH:20][C:22]2[N:30]=[C:29]([I:31])[N:28]=[C:27]3[C:23]=2[N:24]=[CH:25][N:26]3[CH:32]2[CH2:37][CH2:36][CH2:35][CH2:34][O:33]2)=[CH:18][CH:19]=1)([CH2:11][CH2:12][CH3:13])=[O:10])[CH2:7][CH3:8]. The catalyst class is: 1. (3) Reactant: [CH3:1][NH:2][CH3:3].[Br:4][C:5]1[C:6]([F:15])=[C:7]([CH:11]=[CH:12][C:13]=1[F:14])[C:8](O)=[O:9].C(Cl)CCl. Product: [Br:4][C:5]1[C:6]([F:15])=[C:7]([CH:11]=[CH:12][C:13]=1[F:14])[C:8]([N:2]([CH3:3])[CH3:1])=[O:9]. The catalyst class is: 173. (4) Reactant: [C:1]([O:5][C:6]([N:8]1[CH2:13][CH2:12][CH:11]([OH:14])[CH2:10][CH2:9]1)=[O:7])([CH3:4])([CH3:3])[CH3:2].[H-].[Na+].Br[C:18]1[CH:23]=[CH:22][CH:21]=[CH:20][N:19]=1. Product: [N:19]1[CH:20]=[CH:21][CH:22]=[CH:23][C:18]=1[O:14][CH:11]1[CH2:12][CH2:13][N:8]([C:6]([O:5][C:1]([CH3:4])([CH3:2])[CH3:3])=[O:7])[CH2:9][CH2:10]1. The catalyst class is: 435. (5) Reactant: [CH2:1]([Li])CCC.C(NC(C)C)(C)C.[Cl:13][C:14]1[CH:19]=[CH:18][C:17]([N:20]2[CH:24]=[C:23]([CH:25]3[O:29][CH2:28][CH2:27][O:26]3)[N:22]=[CH:21]2)=[CH:16][CH:15]=1.IC. Product: [Cl:13][C:14]1[CH:15]=[CH:16][C:17]([N:20]2[CH:24]=[C:23]([CH:25]3[O:29][CH2:28][CH2:27][O:26]3)[N:22]=[C:21]2[CH3:1])=[CH:18][CH:19]=1. The catalyst class is: 1. (6) Reactant: [O:1]=[C:2]1[C:11]([CH:12]2[CH2:17][CH2:16][N:15]([C:18]([O:20][C@H:21]([CH2:26][C:27]3[CH:28]=[C:29]4[C:33](=[C:34]([CH3:36])[CH:35]=3)[NH:32][N:31]=[CH:30]4)[C:22]([O:24]C)=[O:23])=[O:19])[CH2:14][CH2:13]2)=[CH:10][C:9]2[C:4](=[CH:5][CH:6]=[CH:7][CH:8]=2)[NH:3]1.O.[OH-].[Li+]. Product: [CH3:36][C:34]1[CH:35]=[C:27]([CH2:26][C@@H:21]([O:20][C:18]([N:15]2[CH2:14][CH2:13][CH:12]([C:11]3[C:2](=[O:1])[NH:3][C:4]4[C:9]([CH:10]=3)=[CH:8][CH:7]=[CH:6][CH:5]=4)[CH2:17][CH2:16]2)=[O:19])[C:22]([OH:24])=[O:23])[CH:28]=[C:29]2[C:33]=1[NH:32][N:31]=[CH:30]2. The catalyst class is: 364.